Dataset: Merck oncology drug combination screen with 23,052 pairs across 39 cell lines. Task: Regression. Given two drug SMILES strings and cell line genomic features, predict the synergy score measuring deviation from expected non-interaction effect. Drug 1: N#Cc1ccc(Cn2cncc2CN2CCN(c3cccc(Cl)c3)C(=O)C2)cc1. Drug 2: O=C(O)C1(Cc2cccc(Nc3nccs3)n2)CCC(Oc2cccc(Cl)c2F)CC1. Cell line: A375. Synergy scores: synergy=27.5.